From a dataset of Reaction yield outcomes from USPTO patents with 853,638 reactions. Predict the reaction yield, written as a fraction of the theoretical maximum amount of product (1.0 means a 100% yield; for example, 0.34 means a 34% yield). (1) The reactants are [C:1]([O:4][C:5]1[CH:10]=[C:9]([C:11](=[O:13])[CH3:12])[CH:8]=[CH:7][C:6]=1[S:14]([CH3:17])(=[O:16])=[O:15])(=[O:3])[CH3:2].[CH3:18][N:19]([CH:21](OC)OC)[CH3:20]. The catalyst is CN(C=O)C. The product is [C:1]([O:4][C:5]1[CH:10]=[C:9]([C:11](=[O:13])/[CH:12]=[CH:18]/[N:19]([CH3:21])[CH3:20])[CH:8]=[CH:7][C:6]=1[S:14]([CH3:17])(=[O:16])=[O:15])(=[O:3])[CH3:2]. The yield is 0.300. (2) The reactants are [NH2:1][C:2]1[N:10]=[CH:9][N:8]=[C:7]2[C:3]=1[NH:4][C:5](=[O:26])[N:6]2[C:11]1[CH:12]=[C:13]([N:17]([CH3:25])[C:18](=[O:24])[O:19][C:20]([CH3:23])([CH3:22])[CH3:21])[CH:14]=[CH:15][CH:16]=1.[O:27]([C:34]1[CH:39]=[CH:38][C:37](B(O)O)=[CH:36][CH:35]=1)[C:28]1[CH:33]=[CH:32][CH:31]=[CH:30][CH:29]=1.C(N(C(C)C)CC)(C)C. The catalyst is CN(C=O)C.CC([O-])=O.CC([O-])=O.[Cu+2]. The product is [NH2:1][C:2]1[N:10]=[CH:9][N:8]=[C:7]2[C:3]=1[N:4]([C:37]1[CH:38]=[CH:39][C:34]([O:27][C:28]3[CH:33]=[CH:32][CH:31]=[CH:30][CH:29]=3)=[CH:35][CH:36]=1)[C:5](=[O:26])[N:6]2[C:11]1[CH:12]=[C:13]([N:17]([CH3:25])[C:18](=[O:24])[O:19][C:20]([CH3:22])([CH3:23])[CH3:21])[CH:14]=[CH:15][CH:16]=1. The yield is 0.300. (3) The reactants are [F:1][C:2]1[C:10]2[CH2:9][CH2:8][CH2:7][CH2:6][C:5]=2[N:4]2[CH2:11][CH2:12][N:13]([C:16]3[N:23]=[CH:22][CH:21]=[C:20]([C:24]4[CH:29]=[C:28]([NH:30][C:31]5[CH:36]=[CH:35][N:34]=[CH:33][N:32]=5)[C:27](=[O:37])[N:26]([CH3:38])[CH:25]=4)[C:17]=3[CH:18]=[O:19])[C:14](=[O:15])[C:3]=12.[BH4-].[Na+]. The catalyst is CO. The product is [F:1][C:2]1[C:10]2[CH2:9][CH2:8][CH2:7][CH2:6][C:5]=2[N:4]2[CH2:11][CH2:12][N:13]([C:16]3[C:17]([CH2:18][OH:19])=[C:20]([C:24]4[CH:29]=[C:28]([NH:30][C:31]5[CH:36]=[CH:35][N:34]=[CH:33][N:32]=5)[C:27](=[O:37])[N:26]([CH3:38])[CH:25]=4)[CH:21]=[CH:22][N:23]=3)[C:14](=[O:15])[C:3]=12. The yield is 0.490. (4) The reactants are C1(P(C2C=CC=CC=2)C2C=CC=CC=2)C=CC=CC=1.BrN1C(=O)CCC1=O.[Cl:28][C:29]1[CH:30]=[C:31](/[C:44](=[CH:48]\[CH:49]2[CH2:54][CH2:53][CH2:52][CH2:51][CH2:50]2)/[C:45](O)=[O:46])[CH:32]=[CH:33][C:34]=1[N:35]1[C:39]([C:40]([F:43])([F:42])[F:41])=[N:38][N:37]=[N:36]1.[NH2:55][C:56]1[S:57][CH:58]=[CH:59][N:60]=1. The catalyst is C(Cl)Cl. The product is [Cl:28][C:29]1[CH:30]=[C:31](/[C:44](=[CH:48]\[CH:49]2[CH2:54][CH2:53][CH2:52][CH2:51][CH2:50]2)/[C:45]([NH:55][C:56]2[S:57][CH:58]=[CH:59][N:60]=2)=[O:46])[CH:32]=[CH:33][C:34]=1[N:35]1[C:39]([C:40]([F:43])([F:42])[F:41])=[N:38][N:37]=[N:36]1. The yield is 0.110. (5) The catalyst is C(OCC)(=O)C.[Pd]. The reactants are [CH3:1][O:2][C:3](=[O:26])[C:4]1[CH:9]=[CH:8][C:7]([N+:10]([O-])=O)=[CH:6][C:5]=1[NH:13][C:14](=[O:25])[C:15]1[CH:20]=[CH:19][C:18]([C:21]([CH3:24])([CH3:23])[CH3:22])=[CH:17][CH:16]=1. The product is [CH3:1][O:2][C:3](=[O:26])[C:4]1[CH:9]=[CH:8][C:7]([NH2:10])=[CH:6][C:5]=1[NH:13][C:14](=[O:25])[C:15]1[CH:16]=[CH:17][C:18]([C:21]([CH3:22])([CH3:23])[CH3:24])=[CH:19][CH:20]=1. The yield is 0.760. (6) The reactants are [CH:1]1([CH2:7][C@H:8]([NH:19][C:20]([N:22]2[CH2:27][CH2:26][CH2:25][C@@H:24]([C@H:28]([C:37]3[CH:42]=[CH:41][CH:40]=[C:39]([F:43])[CH:38]=3)[O:29][CH2:30][CH2:31][NH:32][C:33](=[O:36])[O:34][CH3:35])[CH2:23]2)=[O:21])[CH2:9][N:10](C)[C:11](OC(C)(C)C)=O)[CH2:6][CH2:5][CH2:4][CH2:3][CH2:2]1.C(O)(C(F)(F)F)=O. The catalyst is C(Cl)Cl. The product is [CH:1]1([CH2:7][C@H:8]([NH:19][C:20]([N:22]2[CH2:27][CH2:26][CH2:25][C@@H:24]([C@H:28]([C:37]3[CH:42]=[CH:41][CH:40]=[C:39]([F:43])[CH:38]=3)[O:29][CH2:30][CH2:31][NH:32][C:33](=[O:36])[O:34][CH3:35])[CH2:23]2)=[O:21])[CH2:9][NH:10][CH3:11])[CH2:6][CH2:5][CH2:4][CH2:3][CH2:2]1. The yield is 0.440.